Task: Predict the reactants needed to synthesize the given product.. Dataset: Full USPTO retrosynthesis dataset with 1.9M reactions from patents (1976-2016) (1) Given the product [CH2:1]([C@@:8]12[CH2:13][CH2:12][C@@:11]([CH2:15][CH3:16])([OH:14])[CH2:10][C@H:9]1[CH2:17][N:18]([CH3:19])[C:36](=[O:37])[C:21]1[CH:22]=[C:23]([C:24]([NH:26][C:27]3[C:28]([CH3:33])=[N:29][CH:30]=[CH:31][CH:32]=3)=[O:25])[CH:34]=[CH:35][C:20]=12)[C:2]1[CH:7]=[CH:6][CH:5]=[CH:4][CH:3]=1, predict the reactants needed to synthesize it. The reactants are: [CH2:1]([C@@:8]1([C:20]2[CH:35]=[CH:34][C:23]([C:24]([NH:26][C:27]3[C:28]([CH3:33])=[N:29][CH:30]=[CH:31][CH:32]=3)=[O:25])=[CH:22][C:21]=2[CH2:36][OH:37])[CH2:13][CH2:12][C@@:11]([CH2:15][CH3:16])([OH:14])[CH2:10][C@@H:9]1[CH2:17][NH:18][CH3:19])[C:2]1[CH:7]=[CH:6][CH:5]=[CH:4][CH:3]=1.C[N+]1([O-])CCOCC1. (2) The reactants are: [CH3:1][N:2]1[C:7](=[O:8])[C:6]2[C:9]3[CH2:15][CH2:14][NH:13][CH2:12][C:10]=3[S:11][C:5]=2[N:4]=[CH:3]1.Cl[CH2:17][C:18]([N:20]1[CH2:25][CH2:24][N:23]([CH:26]2[CH2:29][CH2:28][CH2:27]2)[CH2:22][CH2:21]1)=[O:19].C([O-])([O-])=O.[K+].[K+].[Na+].[I-]. Given the product [CH:26]1([N:23]2[CH2:24][CH2:25][N:20]([C:18](=[O:19])[CH2:17][N:13]3[CH2:14][CH2:15][C:9]4[C:6]5[C:7](=[O:8])[N:2]([CH3:1])[CH:3]=[N:4][C:5]=5[S:11][C:10]=4[CH2:12]3)[CH2:21][CH2:22]2)[CH2:29][CH2:28][CH2:27]1, predict the reactants needed to synthesize it. (3) Given the product [F:19][C:20]1[CH:27]=[CH:26][C:23](/[CH:24]=[CH:8]/[C:7]2[CH:6]=[CH:5][C:4]([N+:1]([O-:3])=[O:2])=[CH:18][CH:17]=2)=[CH:22][CH:21]=1, predict the reactants needed to synthesize it. The reactants are: [N+:1]([C:4]1[CH:18]=[CH:17][C:7]([CH2:8]P(=O)(OCC)OCC)=[CH:6][CH:5]=1)([O-:3])=[O:2].[F:19][C:20]1[CH:27]=[CH:26][C:23]([CH:24]=O)=[CH:22][CH:21]=1. (4) The reactants are: [C:1]([O:6][C:7]12[CH2:16][CH:11]3[CH2:12][CH:13]([CH2:15][C:9]([O:17]S(C)(=O)=O)([CH2:10]3)[CH2:8]1)[CH2:14]2)(=[O:5])[C:2]([CH3:4])=[CH2:3].[F:22][C:23]1([F:40])[C:28]([CH2:30]O)([F:29])[C:27]([F:33])([F:32])[C:26]([F:35])([F:34])[C:25]([F:37])([F:36])[C:24]1([F:39])[F:38].P([O-])(O)(O)=O.[Na+].C1(=O)OCCC1. Given the product [C:1]([O:6][C:7]12[CH2:16][CH:11]3[CH2:12][CH:13]([CH2:15][C:9]([O:17][CH2:30][C:28]4([F:29])[C:27]([F:33])([F:32])[C:26]([F:35])([F:34])[C:25]([F:36])([F:37])[C:24]([F:38])([F:39])[C:23]4([F:22])[F:40])([CH2:10]3)[CH2:8]1)[CH2:14]2)(=[O:5])[C:2]([CH3:4])=[CH2:3], predict the reactants needed to synthesize it.